This data is from Catalyst prediction with 721,799 reactions and 888 catalyst types from USPTO. The task is: Predict which catalyst facilitates the given reaction. Reactant: [I:1][C:2]1[CH:42]=[CH:41][C:5]([CH2:6][NH:7][C:8](=[O:40])[C@@H:9]([NH:16][C:17](=[O:39])[C@@H:18]([NH:25][C:26]([NH:28][C:29]2[CH:34]=[CH:33][C:32]([S:35](=[O:38])(=[O:37])[NH2:36])=[CH:31][CH:30]=2)=[S:27])[CH2:19][CH2:20][C:21]([O:23]C)=[O:22])[CH2:10][CH2:11][C:12]([O:14]C)=[O:13])=[CH:4][CH:3]=1.[OH-].[Li+]. Product: [C:12]([CH2:11][CH2:10][C@H:9]([NH:16][C:17](=[O:39])[C@@H:18]([NH:25][C:26]([NH:28][C:29]1[CH:30]=[CH:31][C:32]([S:35](=[O:37])(=[O:38])[NH2:36])=[CH:33][CH:34]=1)=[S:27])[CH2:19][CH2:20][C:21]([OH:23])=[O:22])[C:8]([NH:7][CH2:6][C:5]1[CH:4]=[CH:3][C:2]([I:1])=[CH:42][CH:41]=1)=[O:40])([OH:14])=[O:13]. The catalyst class is: 24.